This data is from Catalyst prediction with 721,799 reactions and 888 catalyst types from USPTO. The task is: Predict which catalyst facilitates the given reaction. (1) Reactant: [C:1]([OH:10])(=O)[C:2]1[C:3](=[CH:5][CH:6]=[CH:7][CH:8]=1)[OH:4].S(Cl)(Cl)=O.[F:15][C:16]1[CH:21]=[C:20]([F:22])[CH:19]=[CH:18][C:17]=1[NH2:23]. Product: [F:15][C:16]1[CH:21]=[C:20]([F:22])[CH:19]=[CH:18][C:17]=1[NH:23][C:1](=[O:10])[C:2]1[CH:8]=[CH:7][CH:6]=[CH:5][C:3]=1[OH:4]. The catalyst class is: 7. (2) Reactant: [CH2:1]([O:3][C:4](=[O:10])[C:5](=O)[CH:6](Br)[CH3:7])[CH3:2].[C:11]([S-:14])(=[S:13])[NH2:12].[NH4+]. Product: [CH2:1]([O:3][C:4]([C:5]1[NH:12][C:11](=[S:13])[S:14][C:6]=1[CH3:7])=[O:10])[CH3:2]. The catalyst class is: 8. (3) Reactant: [Cl:1][C:2]1[CH:3]=[C:4]([N:9]2[C:13](=[O:14])[CH:12]([C:15]3[CH:20]=[CH:19][CH:18]=[C:17]([O:21]C)[CH:16]=3)[N:11]([CH3:23])[C:10]2=[O:24])[CH:5]=[CH:6][C:7]=1[Cl:8].C(=O)(O)[O-].[Na+]. Product: [Cl:1][C:2]1[CH:3]=[C:4]([N:9]2[C:13](=[O:14])[CH:12]([C:15]3[CH:20]=[CH:19][CH:18]=[C:17]([OH:21])[CH:16]=3)[N:11]([CH3:23])[C:10]2=[O:24])[CH:5]=[CH:6][C:7]=1[Cl:8]. The catalyst class is: 4. (4) Reactant: [CH2:1]([C@@:4]1([CH3:30])[CH2:9][C@H:8]([C:10]2[CH:15]=[CH:14][CH:13]=[C:12]([Cl:16])[CH:11]=2)[C@@H:7]([C:17]2[CH:22]=[CH:21][C:20]([Cl:23])=[CH:19][CH:18]=2)[N:6]([C@@H:24]([CH2:27][CH3:28])[CH2:25]O)[C:5]1=[O:29])[CH:2]=[CH2:3].C(C=P(CCCC)(CCCC)CCCC)#N.[C:47]1([SH:53])[CH:52]=[CH:51][CH:50]=[CH:49][CH:48]=1. Product: [CH2:1]([C@@:4]1([CH3:30])[CH2:9][C@H:8]([C:10]2[CH:15]=[CH:14][CH:13]=[C:12]([Cl:16])[CH:11]=2)[C@@H:7]([C:17]2[CH:18]=[CH:19][C:20]([Cl:23])=[CH:21][CH:22]=2)[N:6]([C@@H:24]([CH2:27][CH3:28])[CH2:25][S:53][C:47]2[CH:52]=[CH:51][CH:50]=[CH:49][CH:48]=2)[C:5]1=[O:29])[CH:2]=[CH2:3]. The catalyst class is: 11. (5) Reactant: [C:1]([C:7]1[C:15]2[C:10](=[N:11][CH:12]=[C:13]([NH:16][C:17]3[CH:24]=[CH:23][C:20]([CH:21]=O)=[CH:19][CH:18]=3)[N:14]=2)[N:9]([CH2:25][O:26][CH2:27][CH2:28][Si:29]([CH3:32])([CH3:31])[CH3:30])[CH:8]=1)(=[O:6])[C:2]([CH3:5])([CH3:4])[CH3:3].[S:33]1[CH2:37][C:36](=[O:38])[NH:35][C:34]1=[O:39].C(O)(=O)C.N1CCCCC1. Product: [C:1]([C:7]1[C:15]2[C:10](=[N:11][CH:12]=[C:13]([NH:16][C:17]3[CH:18]=[CH:19][C:20]([CH:21]=[C:37]4[S:33][C:34](=[O:39])[NH:35][C:36]4=[O:38])=[CH:23][CH:24]=3)[N:14]=2)[N:9]([CH2:25][O:26][CH2:27][CH2:28][Si:29]([CH3:31])([CH3:32])[CH3:30])[CH:8]=1)(=[O:6])[C:2]([CH3:4])([CH3:3])[CH3:5]. The catalyst class is: 8.